From a dataset of Forward reaction prediction with 1.9M reactions from USPTO patents (1976-2016). Predict the product of the given reaction. (1) Given the reactants [CH3:1][C:2]([CH3:5])([O-])[CH3:3].[K+].[O:7]1[CH2:12][CH2:11]C(=O)[CH2:9][CH2:8]1.[OH2:14].[O:15]1CC[CH2:17][CH2:16]1, predict the reaction product. The product is: [CH2:16]([O:15][C:1](=[O:14])[C:2](=[C:5]1[CH2:9][CH2:8][O:7][CH2:12][CH2:11]1)[CH3:3])[CH3:17]. (2) Given the reactants [F:1][C:2]1[CH:3]=[C:4]([C:9](=O)[CH2:10][S:11][C:12]([CH3:18])([CH3:17])[C:13]([O:15][CH3:16])=[O:14])[CH:5]=[C:6]([F:8])[CH:7]=1.[CH3:20][C:21]([S@:24]([NH2:26])=[O:25])([CH3:23])[CH3:22].[BH4-].[Na+].[CH2:29]1COCC1, predict the reaction product. The product is: [C:21]([S:24]([NH:26][C@H:9]([C:4]1[CH:3]=[C:2]([F:1])[CH:7]=[C:6]([F:8])[CH:5]=1)[CH2:10][S:11][C:12]([CH3:18])([CH3:17])[C:13]([O:15][CH2:16][CH3:29])=[O:14])=[O:25])([CH3:23])([CH3:22])[CH3:20].